From a dataset of Catalyst prediction with 721,799 reactions and 888 catalyst types from USPTO. Predict which catalyst facilitates the given reaction. (1) Reactant: [F:1][C:2]1[CH:7]=[C:6]([N+:8]([O-:10])=[O:9])[CH:5]=[CH:4][C:3]=1[OH:11].C1(C)C=CC=CC=1.Cl[C:20]1[C:29]2[C:24](=[CH:25][C:26]([O:32][CH2:33][CH2:34][CH2:35][N:36]3[CH2:40][CH2:39][CH2:38][CH2:37]3)=[C:27]([O:30][CH3:31])[CH:28]=2)[N:23]=[CH:22][CH:21]=1. Product: [F:1][C:2]1[CH:7]=[C:6]([N+:8]([O-:10])=[O:9])[CH:5]=[CH:4][C:3]=1[O:11][C:20]1[C:29]2[C:24](=[CH:25][C:26]([O:32][CH2:33][CH2:34][CH2:35][N:36]3[CH2:37][CH2:38][CH2:39][CH2:40]3)=[C:27]([O:30][CH3:31])[CH:28]=2)[N:23]=[CH:22][CH:21]=1. The catalyst class is: 2. (2) Reactant: [F:1][C:2]1[S:6][C:5]([NH:7][C:8]([C:10]2[CH:14]=[C:13]([CH:15]3[CH2:19][CH2:18][CH2:17][NH:16]3)[S:12][C:11]=2[CH3:20])=[O:9])=[N:4][CH:3]=1.C(C1C(C(C)(C)C)=NC=CC=1)(C)(C)C.[Cl:35][CH2:36][C:37](Cl)=[O:38].O. Product: [F:1][C:2]1[S:6][C:5]([NH:7][C:8]([C:10]2[CH:14]=[C:13]([CH:15]3[CH2:19][CH2:18][CH2:17][N:16]3[C:37](=[O:38])[CH2:36][Cl:35])[S:12][C:11]=2[CH3:20])=[O:9])=[N:4][CH:3]=1. The catalyst class is: 366. (3) Reactant: [OH-].[K+].[O:3]=[C:4]1[N:8]2[CH:9]([C:14]([O:16]C)=[O:15])[CH2:10][CH2:11][CH2:12][CH2:13][C:7]2=[N:6][O:5]1.C(OCC)C.Cl. Product: [O:3]=[C:4]1[N:8]2[CH:9]([C:14]([OH:16])=[O:15])[CH2:10][CH2:11][CH2:12][CH2:13][C:7]2=[N:6][O:5]1. The catalyst class is: 1. (4) Product: [N:1]([CH2:4][C@H:5]1[CH2:10][CH2:9][C@H:8]([N:11]2[C:16]3[C:17]4[CH:23]=[CH:22][N:21]([CH2:24][O:25][CH2:26][CH2:27][Si:28]([CH3:29])([CH3:31])[CH3:30])[C:18]=4[N:19]=[CH:20][C:15]=3[C:14](=[O:32])[N:13]([CH2:35][CH3:36])[CH2:12]2)[CH2:7][CH2:6]1)=[N+:2]=[N-:3]. Reactant: [N:1]([CH2:4][C@H:5]1[CH2:10][CH2:9][C@H:8]([N:11]2[C:16]3[C:17]4[CH:23]=[CH:22][N:21]([CH2:24][O:25][CH2:26][CH2:27][Si:28]([CH3:31])([CH3:30])[CH3:29])[C:18]=4[N:19]=[CH:20][C:15]=3[C:14](=[O:32])[NH:13][CH2:12]2)[CH2:7][CH2:6]1)=[N+:2]=[N-:3].[H-].[Na+].[CH2:35](I)[CH3:36].O. The catalyst class is: 9. (5) Reactant: [CH3:1][O:2][C:3]1[CH:4]=[C:5]([CH:7]=[CH:8][C:9]=1[O:10][CH3:11])[NH2:6].CC(C)([O-])C.[K+].[Br:18][C:19]1[N:23]2[N:24]=[C:25](Cl)[CH:26]=[CH:27][C:22]2=[N:21][CH:20]=1. Product: [Br:18][C:19]1[N:23]2[N:24]=[C:25]([NH:6][C:5]3[CH:7]=[CH:8][C:9]([O:10][CH3:11])=[C:3]([O:2][CH3:1])[CH:4]=3)[CH:26]=[CH:27][C:22]2=[N:21][CH:20]=1. The catalyst class is: 1. (6) Reactant: [CH2:1]([O:3][C:4]([C:6]1[C:14]2[C:9](=[CH:10][C:11]([Cl:16])=[C:12]([OH:15])[CH:13]=2)[N:8]([C:17]2[CH:22]=[CH:21][C:20]([C:23]([CH3:26])([CH3:25])[CH3:24])=[CH:19][CH:18]=2)[C:7]=1[CH2:27][C:28]([O:30][CH2:31][CH3:32])=[O:29])=[O:5])[CH3:2].Cl[C:34]1[CH:44]=[CH:43][C:37]([C:38]([N:40]([CH3:42])[CH3:41])=[O:39])=[CH:36][N:35]=1.C([O-])([O-])=O.[K+].[K+]. The catalyst class is: 3. Product: [CH2:1]([O:3][C:4]([C:6]1[C:14]2[C:9](=[CH:10][C:11]([Cl:16])=[C:12]([O:15][C:34]3[CH:44]=[CH:43][C:37]([C:38](=[O:39])[N:40]([CH3:41])[CH3:42])=[CH:36][N:35]=3)[CH:13]=2)[N:8]([C:17]2[CH:22]=[CH:21][C:20]([C:23]([CH3:25])([CH3:24])[CH3:26])=[CH:19][CH:18]=2)[C:7]=1[CH2:27][C:28]([O:30][CH2:31][CH3:32])=[O:29])=[O:5])[CH3:2].